Predict the product of the given reaction. From a dataset of Forward reaction prediction with 1.9M reactions from USPTO patents (1976-2016). (1) Given the reactants [OH:1][C:2]1[N:6]([C:7]2[CH:12]=[C:11]([C:13]#[N:14])[CH:10]=[CH:9][N:8]=2)[N:5]=[CH:4][CH:3]=1.[Cl:15][C:16]1[CH:17]=[C:18]2[C:22](=[CH:23][CH:24]=1)[CH:21](O)[CH2:20][CH2:19]2, predict the reaction product. The product is: [Cl:15][C:16]1[CH:17]=[C:18]2[C:22](=[CH:23][CH:24]=1)[CH:21]([O:1][C:2]1[N:6]([C:7]3[CH:12]=[C:11]([C:13]#[N:14])[CH:10]=[CH:9][N:8]=3)[N:5]=[CH:4][CH:3]=1)[CH2:20][CH2:19]2. (2) Given the reactants Cl.[NH2:2][CH2:3][C:4]1[C:9]([CH3:10])=[C:8]([CH3:11])[CH:7]=[CH:6][N:5]=1.C(=O)([O-])[O-].[K+].[K+], predict the reaction product. The product is: [NH2:2][CH2:3][C:4]1[C:9]([CH3:10])=[C:8]([CH3:11])[CH:7]=[CH:6][N:5]=1. (3) Given the reactants C(=O)(O)[O-].[Na+].[OH:6][CH:7]1[CH:11]([NH:12][C:13]([O:15][CH2:16][C:17]2[CH:22]=[CH:21][CH:20]=[CH:19][CH:18]=2)=[O:14])[CH2:10][O:9][CH2:8]1.[Br-].[Na+].CC1(C)N([O])C(C)(C)CCC1, predict the reaction product. The product is: [CH2:16]([O:15][C:13]([NH:12][CH:11]1[CH2:10][O:9][CH2:8][C:7]1=[O:6])=[O:14])[C:17]1[CH:18]=[CH:19][CH:20]=[CH:21][CH:22]=1. (4) Given the reactants [C:1]([O:5][C:6](=[O:28])[CH2:7][C@H:8]([C:18]1[O:22][N:21]=[C:20]([C:23](OCC)=[O:24])[N:19]=1)[CH2:9][CH2:10][CH2:11][CH:12]1[CH2:17][CH2:16][CH2:15][CH2:14][CH2:13]1)([CH3:4])([CH3:3])[CH3:2].Cl.Cl.[N:31]1[C:40]2[CH2:39][CH2:38][NH:37][CH2:36][C:35]=2[CH:34]=[CH:33][CH:32]=1.C(N(CC)CC)C, predict the reaction product. The product is: [CH:12]1([CH2:11][CH2:10][CH2:9][C@@H:8]([C:18]2[O:22][N:21]=[C:20]([C:23]([N:37]3[CH2:38][CH2:39][C:40]4[N:31]=[CH:32][CH:33]=[CH:34][C:35]=4[CH2:36]3)=[O:24])[N:19]=2)[CH2:7][C:6]([O:5][C:1]([CH3:3])([CH3:4])[CH3:2])=[O:28])[CH2:13][CH2:14][CH2:15][CH2:16][CH2:17]1.